Task: Predict the reaction yield, written as a fraction of the theoretical maximum amount of product (1.0 means a 100% yield; for example, 0.34 means a 34% yield).. Dataset: Reaction yield outcomes from USPTO patents with 853,638 reactions (1) The reactants are P([O-])([O-])([O-])=O.O=C[C@@H]([C@H]([C@@H]([C@@H](CO)O)O)O)O.C1N=C(N)C2N=CN([C@@H]3O[C@H](COP(OP(OC[C@H]4O[C@@H](N5C=C(C(N)=O)CC=C5)[C@H](O)[C@@H]4O)(O)=O)(O)=O)[C@@H](O)[C@H]3O)C=2N=1.[C:62]([NH:65][CH2:66][CH:67]([C:72](=[O:74])[CH3:73])[C:68]([O:70][CH3:71])=[O:69])(=[O:64])[CH3:63]. No catalyst specified. The product is [C:62]([NH:65][CH2:66][C@@H:67]([C@H:72]([OH:74])[CH3:73])[C:68]([O:70][CH3:71])=[O:69])(=[O:64])[CH3:63]. The yield is 0.0800. (2) The reactants are [CH3:1][O:2][C:3]1[CH:4]=[C:5]2[C:10](=[CH:11][C:12]=1[O:13][CH3:14])[NH:9][C:8](=O)[CH:7]=[CH:6]2.P(Br)(Br)([Br:18])=O.O. The catalyst is ClC1C=CC=CC=1. The product is [Br:18][C:6]1[C:5]2[C:10](=[CH:11][C:12]([O:13][CH3:14])=[C:3]([O:2][CH3:1])[CH:4]=2)[N:9]=[CH:8][CH:7]=1. The yield is 0.420.